From a dataset of Catalyst prediction with 721,799 reactions and 888 catalyst types from USPTO. Predict which catalyst facilitates the given reaction. (1) Reactant: [CH3:1][C:2]1[O:3][C:4]2[CH:10]=[CH:9][C:8]([O:11][C:12]3[CH:17]=[CH:16][C:15]([N+:18]([O-])=O)=[CH:14][C:13]=3[CH3:21])=[CH:7][C:5]=2[N:6]=1.[H][H]. Product: [CH3:21][C:13]1[CH:14]=[C:15]([NH2:18])[CH:16]=[CH:17][C:12]=1[O:11][C:8]1[CH:9]=[CH:10][C:4]2[O:3][C:2]([CH3:1])=[N:6][C:5]=2[CH:7]=1. The catalyst class is: 29. (2) Reactant: CC1(C)[O:7][CH2:6][C:5]([NH:9][C:10](=[O:28])[CH2:11][CH2:12][CH2:13][CH2:14][CH2:15][CH2:16][CH2:17][CH2:18][CH2:19][CH2:20][CH2:21][CH2:22][CH2:23][CH2:24][CH2:25][CH2:26][CH3:27])([CH3:8])[CH2:4][O:3]1.C1(C)C=CC(S(O)(=O)=O)=CC=1. Product: [OH:3][CH2:4][C:5]([NH:9][C:10](=[O:28])[CH2:11][CH2:12][CH2:13][CH2:14][CH2:15][CH2:16][CH2:17][CH2:18][CH2:19][CH2:20][CH2:21][CH2:22][CH2:23][CH2:24][CH2:25][CH2:26][CH3:27])([CH2:6][OH:7])[CH3:8]. The catalyst class is: 24. (3) Reactant: Cl[CH2:2][C:3]([N:5]1[CH2:10][CH2:9][N:8]([CH2:11][CH2:12][O:13][C:14]2[CH:23]=[C:22]3[C:17]([C:18]([O:24][C:25]4[CH:26]=[C:27]5[C:31](=[CH:32][CH:33]=4)[NH:30][C:29]([CH3:34])=[CH:28]5)=[N:19][CH:20]=[N:21]3)=[CH:16][C:15]=2[O:35][CH3:36])[CH2:7][CH2:6]1)=[O:4].[NH:37]1[CH2:41][CH2:40][CH2:39][CH2:38]1.[I-].[K+]. Product: [CH3:36][O:35][C:15]1[CH:16]=[C:17]2[C:22](=[CH:23][C:14]=1[O:13][CH2:12][CH2:11][N:8]1[CH2:7][CH2:6][N:5]([C:3](=[O:4])[CH2:2][N:37]3[CH2:41][CH2:40][CH2:39][CH2:38]3)[CH2:10][CH2:9]1)[N:21]=[CH:20][N:19]=[C:18]2[O:24][C:25]1[CH:26]=[C:27]2[C:31](=[CH:32][CH:33]=1)[NH:30][C:29]([CH3:34])=[CH:28]2. The catalyst class is: 3.